The task is: Predict the product of the given reaction.. This data is from Forward reaction prediction with 1.9M reactions from USPTO patents (1976-2016). (1) Given the reactants [Cl:1][C:2]1[CH:17]=[CH:16][C:5]([O:6][C@H:7]([CH3:15])[CH2:8][CH2:9][O:10]S(C)(=O)=O)=[C:4]([O:18][C:19]2[CH:24]=[CH:23][CH:22]=[CH:21][CH:20]=2)[CH:3]=1.C[O:26][C:27](=[O:36])[CH2:28][C:29]1[CH:34]=[CH:33][C:32](O)=[CH:31][CH:30]=1, predict the reaction product. The product is: [Cl:1][C:2]1[CH:17]=[CH:16][C:5]([O:6][C@H:7]([CH3:15])[CH2:8][CH2:9][O:10][C:32]2[CH:33]=[CH:34][C:29]([CH2:28][C:27]([OH:36])=[O:26])=[CH:30][CH:31]=2)=[C:4]([O:18][C:19]2[CH:24]=[CH:23][CH:22]=[CH:21][CH:20]=2)[CH:3]=1. (2) Given the reactants [N+:1]([C:4]1[CH:5]=[C:6]([C:17]2[CH:22]=[C:21]([C:23]3[CH:28]=[CH:27][CH:26]=[CH:25][CH:24]=3)[C:20]([OH:29])=[C:19]([N+:30]([O-])=O)[CH:18]=2)[CH:7]=[C:8]([C:11]2[CH:16]=[CH:15][CH:14]=[CH:13][CH:12]=2)[C:9]=1[OH:10])([O-])=O.CO.O.NN, predict the reaction product. The product is: [NH2:1][C:4]1[CH:5]=[C:6]([C:17]2[CH:22]=[C:21]([C:23]3[CH:24]=[CH:25][CH:26]=[CH:27][CH:28]=3)[C:20]([OH:29])=[C:19]([NH2:30])[CH:18]=2)[CH:7]=[C:8]([C:11]2[CH:16]=[CH:15][CH:14]=[CH:13][CH:12]=2)[C:9]=1[OH:10]. (3) The product is: [CH3:28][O:27][C:21]1[CH:20]=[C:19]([C:15]([C:11]2[CH:12]=[CH:13][CH:14]=[C:9]([OH:8])[CH:10]=2)=[CH:16][C:17]#[N:18])[CH:24]=[C:23]([O:25][CH3:26])[CH:22]=1. Given the reactants C([O:8][C:9]1[CH:10]=[C:11]([C:15]([C:19]2[CH:24]=[C:23]([O:25][CH3:26])[CH:22]=[C:21]([O:27][CH3:28])[CH:20]=2)=[CH:16][C:17]#[N:18])[CH:12]=[CH:13][CH:14]=1)C1C=CC=CC=1.[CH3:28][O:27][C:21]1[CH:20]=[C:19]([C:15]([C:11]2[CH:12]=[CH:13][CH:14]=[C:9]([OH:8])[CH:10]=2)=[CH:16][C:17]#[N:18])[CH:24]=[C:23]([O:25][CH3:26])[CH:22]=1.C1CCCCC=1, predict the reaction product. (4) Given the reactants [OH:1][CH:2]1[CH2:7][CH2:6][N:5]([C:8]2[CH:13]=[CH:12][N:11]3[N:14]=[C:15]([C:27]4[CH:32]=[CH:31][CH:30]=[CH:29][CH:28]=4)[C:16]([C:17]4[CH:18]=[CH:19][C:20](=[O:26])[N:21]([CH:23]([CH3:25])[CH3:24])[N:22]=4)=[C:10]3[CH:9]=2)[CH2:4][CH2:3]1.[H-].[Na+].I[CH3:36], predict the reaction product. The product is: [CH3:36][O:1][CH:2]1[CH2:3][CH2:4][N:5]([C:8]2[CH:13]=[CH:12][N:11]3[N:14]=[C:15]([C:27]4[CH:28]=[CH:29][CH:30]=[CH:31][CH:32]=4)[C:16]([C:17]4[CH:18]=[CH:19][C:20](=[O:26])[N:21]([CH:23]([CH3:25])[CH3:24])[N:22]=4)=[C:10]3[CH:9]=2)[CH2:6][CH2:7]1. (5) Given the reactants Cl.[NH2:2][C@H:3]1[CH2:8][CH2:7][C@H:6]([NH:9][C:10]([C:12]2[C:16]3[N:17]=[CH:18][N:19]=[C:20]([C:21]4[CH:26]=[C:25]([F:27])[C:24]([O:28][CH3:29])=[CH:23][C:22]=4[O:30][CH2:31][CH:32]4[CH2:34][CH2:33]4)[C:15]=3[NH:14][C:13]=2[CH3:35])=[O:11])[CH2:5][CH2:4]1.[CH3:36][O:37][CH2:38][C:39](Cl)=[O:40], predict the reaction product. The product is: [CH:32]1([CH2:31][O:30][C:22]2[CH:23]=[C:24]([O:28][CH3:29])[C:25]([F:27])=[CH:26][C:21]=2[C:20]2[C:15]3[NH:14][C:13]([CH3:35])=[C:12]([C:10]([NH:9][C@H:6]4[CH2:7][CH2:8][C@H:3]([NH:2][C:39](=[O:40])[CH2:38][O:37][CH3:36])[CH2:4][CH2:5]4)=[O:11])[C:16]=3[N:17]=[CH:18][N:19]=2)[CH2:34][CH2:33]1.